Dataset: Peptide-MHC class I binding affinity with 185,985 pairs from IEDB/IMGT. Task: Regression. Given a peptide amino acid sequence and an MHC pseudo amino acid sequence, predict their binding affinity value. This is MHC class I binding data. (1) The peptide sequence is YTVKFPNLI. The MHC is Mamu-A01 with pseudo-sequence Mamu-A01. The binding affinity (normalized) is 0.657. (2) The peptide sequence is STLNFNNLH. The MHC is HLA-A23:01 with pseudo-sequence HLA-A23:01. The binding affinity (normalized) is 0. (3) The peptide sequence is FHEFLSSKL. The MHC is HLA-B15:01 with pseudo-sequence HLA-B15:01. The binding affinity (normalized) is 0.0847.